This data is from Catalyst prediction with 721,799 reactions and 888 catalyst types from USPTO. The task is: Predict which catalyst facilitates the given reaction. (1) Reactant: [F-].C([N+](CCCC)(CCCC)CCCC)CCC.[F:19][C:20]1[CH:21]=[C:22]2[CH:28]=[CH:27][N:26]([Si](C(C)C)(C(C)C)C(C)C)[C:23]2=[N:24][CH:25]=1. Product: [F:19][C:20]1[CH:21]=[C:22]2[CH:28]=[CH:27][NH:26][C:23]2=[N:24][CH:25]=1. The catalyst class is: 1. (2) Reactant: [CH3:1][C:2]1[CH:3]=[C:4]([NH:9][C:10]2[N:15]=[C:14]([N:16]3[C:20]([CH3:21])=[CH:19][C:18]([C:22]([F:25])([F:24])[F:23])=[N:17]3)[C:13]([C:26]3[CH:27]=[C:28]([C:34]([OH:36])=O)[C:29]([O:32][CH3:33])=[N:30][CH:31]=3)=[CH:12][N:11]=2)[CH:5]=[C:6]([CH3:8])[CH:7]=1.[N:37]1([CH2:43][CH2:44][CH2:45][S:46]([NH2:49])(=[O:48])=[O:47])[CH2:42][CH2:41][O:40][CH2:39][CH2:38]1.C(N(CC)CC)C.[I-].ClC1C=CC=C[N+]=1C. Product: [CH3:1][C:2]1[CH:3]=[C:4]([NH:9][C:10]2[N:15]=[C:14]([N:16]3[C:20]([CH3:21])=[CH:19][C:18]([C:22]([F:24])([F:25])[F:23])=[N:17]3)[C:13]([C:26]3[CH:27]=[C:28]([C:34]([NH:49][S:46]([CH2:45][CH2:44][CH2:43][N:37]4[CH2:38][CH2:39][O:40][CH2:41][CH2:42]4)(=[O:47])=[O:48])=[O:36])[C:29]([O:32][CH3:33])=[N:30][CH:31]=3)=[CH:12][N:11]=2)[CH:5]=[C:6]([CH3:8])[CH:7]=1. The catalyst class is: 143.